This data is from Full USPTO retrosynthesis dataset with 1.9M reactions from patents (1976-2016). The task is: Predict the reactants needed to synthesize the given product. (1) Given the product [I:20][CH2:28][C:29]1[N:30]=[N:31][N:32]([CH2:34][CH2:35][N:36]2[C:44](=[O:45])[C:43]3[C:38](=[CH:39][CH:40]=[CH:41][CH:42]=3)[C:37]2=[O:46])[CH:33]=1, predict the reactants needed to synthesize it. The reactants are: C1(P(C2C=CC=CC=2)C2C=CC=CC=2)C=CC=CC=1.[I:20]I.N1C=CN=C1.O[CH2:28][C:29]1[N:30]=[N:31][N:32]([CH2:34][CH2:35][N:36]2[C:44](=[O:45])[C:43]3[C:38](=[CH:39][CH:40]=[CH:41][CH:42]=3)[C:37]2=[O:46])[CH:33]=1. (2) Given the product [CH3:22][C:16]1[CH:17]=[C:18]([CH3:21])[CH:19]=[CH:20][C:15]=1[CH2:14][N:13]1[C:12](=[O:23])[CH:11]=[C:10]([C:24]([F:26])([F:27])[F:25])[CH:9]=[C:8]1[C:5]1[CH:4]=[CH:3][C:2]([O:42][C:38]2[CH:39]=[C:40]3[C:35](=[CH:36][CH:37]=2)[NH:34][C:33]([C:31]([O:30][CH2:28][CH3:29])=[O:32])=[CH:41]3)=[CH:7][CH:6]=1, predict the reactants needed to synthesize it. The reactants are: Br[C:2]1[CH:7]=[CH:6][C:5]([C:8]2[N:13]([CH2:14][C:15]3[CH:20]=[CH:19][C:18]([CH3:21])=[CH:17][C:16]=3[CH3:22])[C:12](=[O:23])[CH:11]=[C:10]([C:24]([F:27])([F:26])[F:25])[CH:9]=2)=[CH:4][CH:3]=1.[CH2:28]([O:30][C:31]([C:33]1[NH:34][C:35]2[C:40]([CH:41]=1)=[CH:39][C:38]([OH:42])=[CH:37][CH:36]=2)=[O:32])[CH3:29].[O-]P([O-])([O-])=O.[K+].[K+].[K+].C(P(C(C)(C)C)C1C=CC2C(=CC=CC=2)C=1C1C2C(=CC=CC=2)C=CC=1)(C)(C)C.